From a dataset of NCI-60 drug combinations with 297,098 pairs across 59 cell lines. Regression. Given two drug SMILES strings and cell line genomic features, predict the synergy score measuring deviation from expected non-interaction effect. (1) Drug 1: CCN(CC)CCNC(=O)C1=C(NC(=C1C)C=C2C3=C(C=CC(=C3)F)NC2=O)C. Drug 2: C1CNP(=O)(OC1)N(CCCl)CCCl. Cell line: OVCAR-5. Synergy scores: CSS=-6.82, Synergy_ZIP=2.23, Synergy_Bliss=-3.61, Synergy_Loewe=-9.30, Synergy_HSA=-9.70. (2) Drug 1: CNC(=O)C1=CC=CC=C1SC2=CC3=C(C=C2)C(=NN3)C=CC4=CC=CC=N4. Drug 2: CC1C(C(CC(O1)OC2CC(CC3=C2C(=C4C(=C3O)C(=O)C5=CC=CC=C5C4=O)O)(C(=O)C)O)N)O. Cell line: NCIH23. Synergy scores: CSS=32.7, Synergy_ZIP=-0.289, Synergy_Bliss=0.00461, Synergy_Loewe=-32.5, Synergy_HSA=-0.948. (3) Drug 1: CC1=C(C=C(C=C1)NC2=NC=CC(=N2)N(C)C3=CC4=NN(C(=C4C=C3)C)C)S(=O)(=O)N.Cl. Drug 2: COC1=NC(=NC2=C1N=CN2C3C(C(C(O3)CO)O)O)N. Cell line: U251. Synergy scores: CSS=4.05, Synergy_ZIP=-2.57, Synergy_Bliss=-2.07, Synergy_Loewe=-7.47, Synergy_HSA=-3.89. (4) Drug 1: CC1=C(C(=CC=C1)Cl)NC(=O)C2=CN=C(S2)NC3=CC(=NC(=N3)C)N4CCN(CC4)CCO. Drug 2: CC1C(C(CC(O1)OC2CC(CC3=C2C(=C4C(=C3O)C(=O)C5=C(C4=O)C(=CC=C5)OC)O)(C(=O)CO)O)N)O.Cl. Cell line: T-47D. Synergy scores: CSS=28.0, Synergy_ZIP=-0.858, Synergy_Bliss=2.64, Synergy_Loewe=-1.43, Synergy_HSA=1.17. (5) Drug 1: CCC1=CC2CC(C3=C(CN(C2)C1)C4=CC=CC=C4N3)(C5=C(C=C6C(=C5)C78CCN9C7C(C=CC9)(C(C(C8N6C)(C(=O)OC)O)OC(=O)C)CC)OC)C(=O)OC.C(C(C(=O)O)O)(C(=O)O)O. Drug 2: CN(CC1=CN=C2C(=N1)C(=NC(=N2)N)N)C3=CC=C(C=C3)C(=O)NC(CCC(=O)O)C(=O)O. Cell line: A498. Synergy scores: CSS=40.2, Synergy_ZIP=-1.83, Synergy_Bliss=-2.23, Synergy_Loewe=-1.14, Synergy_HSA=2.37. (6) Synergy scores: CSS=12.2, Synergy_ZIP=-2.28, Synergy_Bliss=0.242, Synergy_Loewe=-2.47, Synergy_HSA=-2.46. Cell line: MALME-3M. Drug 1: C1=CC(=CC=C1CC(C(=O)O)N)N(CCCl)CCCl.Cl. Drug 2: CC(C)(C#N)C1=CC(=CC(=C1)CN2C=NC=N2)C(C)(C)C#N. (7) Drug 1: CN(C)N=NC1=C(NC=N1)C(=O)N. Drug 2: B(C(CC(C)C)NC(=O)C(CC1=CC=CC=C1)NC(=O)C2=NC=CN=C2)(O)O. Cell line: RXF 393. Synergy scores: CSS=1.68, Synergy_ZIP=-1.75, Synergy_Bliss=-3.69, Synergy_Loewe=-5.12, Synergy_HSA=-3.29.